This data is from Experimentally validated miRNA-target interactions with 360,000+ pairs, plus equal number of negative samples. The task is: Binary Classification. Given a miRNA mature sequence and a target amino acid sequence, predict their likelihood of interaction. (1) The miRNA is hsa-miR-150-5p with sequence UCUCCCAACCCUUGUACCAGUG. The protein sequence of the target gene is MDPVVLSYMDSLLRQSDVSLLDPPSWLNDHIIGFAFEYFANSQFHDCSDHVSFISPEVTQFIKCTSNPAEIAMFLEPLDLPNKRVVFLAINDNSNQAAGGTHWSLLVYLQDKNSFFHYDSHSRSNSVHAKQVAEKLEAFLGRKGDKLAFVEEKAPAQQNSYDCGMYVICNTEALCQNFFRQQTESLLQLLTPAYITKKRGEWKDLITTLAKK. Result: 1 (interaction). (2) The miRNA is hsa-miR-421 with sequence AUCAACAGACAUUAAUUGGGCGC. The protein sequence of the target gene is MPQYQTWEEFSRAAEKLYLADPMKARVVLKYRHSDGNLCVKVTDDLVCLVYKTDQAQDVKKIEKFHSQLMRLMVAKEARNVTMETE. Result: 1 (interaction). (3) The miRNA is hsa-miR-138-2-3p with sequence GCUAUUUCACGACACCAGGGUU. The protein sequence of the target gene is MPAERPAGSGGSEAPAMVEQLDTAVITPAMLEEEEQLEAAGLERERKMLEKARMSWDRESTEIRYRRLQHLLEKSNIYSKFLLTKMEQQQLEEQKKKEKLERKKESLKVKKGKNSIDASEEKPVMRKKRGREDESYNISEVMSKEEILSVAKKNKKENEDENSSSTNLCVEDLQKNKDSNSIIKDRLSETVRQNTKFFFDPVRKCNGQPVPFQQPKHFTGGVMRWYQVEGMEWLRMLWENGINGILADEMGLGKTVQCIATIALMIQRGVPGPFLVCGPLSTLPNWMAEFKRFTPDIPTM.... Result: 1 (interaction). (4) The miRNA is hsa-miR-548as-5p with sequence AAAAGUAAUUGCGGGUUUUGCC. The protein sequence of the target gene is MALQLWALTLLGLLGAGASLRPRKLDFFRSEKELNHLAVDEASGVVYLGAVNALYQLDAKLQLEQQVATGPALDNKKCTPPIEASQCHEAEMTDNVNQLLLLDPPRKRLVECGSLFKGICALRALSNISLRLFYEDGSGEKSFVASNDEGVATVGLVSSTGPGGDRVLFVGKGNGPHDNGIIVSTRLLDRTDSREAFEAYTDHATYKAGYLSTNTQQFVAAFEDGPYVFFVFNQQDKHPARNRTLLARMCREDPNYYSYLEMDLQCRDPDIHAAAFGTCLAASVAAPGSGRVLYAVFSRD.... Result: 0 (no interaction). (5) The miRNA is hsa-miR-6850-3p with sequence CCCGGCCGGAACGCCGCACU. The protein sequence of the target gene is MSTDGESPEEPRWKAVASPKASTMPEKRGSAQAASGSWLQGFGHPSVYHAAFVIFLEFFAWGLLTTPMLTVLHETFPQHTFLMNGLIQGVKGLLSFLSAPLIGALSDVWGRKPFLLGTVFFTCFPIPLMRINPWWYFGMISVSGVFSVTFSVIFAYVADFTQEHERSTAYGWVSATFAASLVSSPAIGTYLSANYGDSLVVLVATLVALLDICFILIAVPESLSEKIRPASWGAQISWKQADPFASLKKVGKDSTVLLICITVFLSYLPEAGQYSSFFLYLRQVIGFGSVKIVAFIAMVG.... Result: 0 (no interaction).